Dataset: Forward reaction prediction with 1.9M reactions from USPTO patents (1976-2016). Task: Predict the product of the given reaction. (1) Given the reactants [NH2:1][C:2]1[CH:3]=[N:4][CH:5]=[C:6]([Br:8])[CH:7]=1.N1C=CC=CC=1.[C:15](Cl)(=[O:19])[CH:16]([CH3:18])[CH3:17], predict the reaction product. The product is: [Br:8][C:6]1[CH:7]=[C:2]([NH:1][C:15](=[O:19])[CH:16]([CH3:18])[CH3:17])[CH:3]=[N:4][CH:5]=1. (2) Given the reactants [CH3:1][C:2]1[CH:12]=[C:11]([O:13][CH2:14]/[CH:15]=[C:16](/[C:32]2[CH:37]=[CH:36][C:35]([CH3:38])=[CH:34][CH:33]=2)\[C:17]2[CH:22]=[CH:21][C:20]([C:23]#[C:24][CH2:25][N:26]3CCO[CH2:28][CH2:27]3)=[CH:19][CH:18]=2)[CH:10]=[CH:9][C:3]=1[O:4][CH2:5][C:6]([OH:8])=[O:7].[C:39](C1C=CC=CN=1)#[CH:40].O1CCC[CH2:48]1, predict the reaction product. The product is: [CH3:1][C:2]1[CH:12]=[C:11]([O:13][CH2:14]/[CH:15]=[C:16](/[C:32]2[CH:37]=[CH:36][C:35]([CH3:38])=[CH:34][CH:33]=2)\[C:17]2[CH:18]=[CH:19][C:20]([C:23]#[C:24][C:25]3[CH:40]=[CH:39][CH:28]=[CH:27][N:26]=3)=[CH:21][CH:22]=2)[CH:10]=[CH:9][C:3]=1[O:4][CH2:5][C:6]([O:8][CH3:48])=[O:7]. (3) Given the reactants [Cl:1][C:2]1[C:3]2[CH:15]=[C:14]([O:16]C)[CH:13]=[CH:12][C:4]=2[S:5][C:6]=1[C:7]([O:9][CH2:10][CH3:11])=[O:8].B(Br)(Br)Br.C(O)C, predict the reaction product. The product is: [Cl:1][C:2]1[C:3]2[CH:15]=[C:14]([OH:16])[CH:13]=[CH:12][C:4]=2[S:5][C:6]=1[C:7]([O:9][CH2:10][CH3:11])=[O:8]. (4) The product is: [CH2:28]([C:16]1[CH:15]=[C:14]([C:20]([F:22])([F:21])[F:23])[C:13]2[N:12]([CH3:24])[C@H:11]3[CH2:25][CH2:26][NH:8][CH2:9][C@H:10]3[C:18]=2[CH:17]=1)[CH:29]([CH3:31])[CH3:30]. Given the reactants C(OC([N:8]1[CH2:26][CH2:25][C@@H:11]2[N:12]([CH3:24])[C:13]3[C:14]([C:20]([F:23])([F:22])[F:21])=[CH:15][C:16](Br)=[CH:17][C:18]=3[C@@H:10]2[CH2:9]1)=O)(C)(C)C.[Br-].[CH2:28]([Zn+])[CH:29]([CH3:31])[CH3:30], predict the reaction product. (5) Given the reactants [CH3:1][CH:2]([CH3:27])[C@H:3]([NH:22][C:23](=[O:26])[O:24][CH3:25])[C:4]([N:6]1[CH2:10][CH2:9][CH2:8][C@H:7]1[C:11]1[NH:12][CH:13]=[C:14]([C:16]#[C:17][Si](C)(C)C)[N:15]=1)=[O:5].CCCC[N+](CCCC)(CCCC)CCCC.[F-].C1COCC1, predict the reaction product. The product is: [C:16]([C:14]1[N:15]=[C:11]([C@@H:7]2[CH2:8][CH2:9][CH2:10][N:6]2[C:4]([C@@H:3]([NH:22][C:23](=[O:26])[O:24][CH3:25])[CH:2]([CH3:27])[CH3:1])=[O:5])[NH:12][CH:13]=1)#[CH:17]. (6) Given the reactants [CH3:1][O:2][C:3]1[CH:8]=[C:7]([CH2:9][O:10][CH3:11])[CH:6]=[C:5]([O:12][CH3:13])[C:4]=1[C:14]1[N:19]2[N:20]=[C:21]([CH2:26][CH3:27])[C:22]([N+:23]([O-])=O)=[C:18]2[CH:17]=[CH:16][CH:15]=1, predict the reaction product. The product is: [CH3:13][O:12][C:5]1[CH:6]=[C:7]([CH2:9][O:10][CH3:11])[CH:8]=[C:3]([O:2][CH3:1])[C:4]=1[C:14]1[N:19]2[N:20]=[C:21]([CH2:26][CH3:27])[C:22]([NH2:23])=[C:18]2[CH:17]=[CH:16][CH:15]=1. (7) The product is: [NH2:20][C:4]1[CH:5]=[C:6]2[C:11](=[CH:12][C:3]=1[O:2][CH3:1])[CH2:10][N:9]([C:13]([O:15][C:16]([CH3:19])([CH3:18])[CH3:17])=[O:14])[CH2:8][CH2:7]2. Given the reactants [CH3:1][O:2][C:3]1[CH:12]=[C:11]2[C:6]([CH2:7][CH2:8][N:9]([C:13]([O:15][C:16]([CH3:19])([CH3:18])[CH3:17])=[O:14])[CH2:10]2)=[CH:5][C:4]=1[N+:20]([O-])=O, predict the reaction product.